Dataset: Full USPTO retrosynthesis dataset with 1.9M reactions from patents (1976-2016). Task: Predict the reactants needed to synthesize the given product. (1) The reactants are: Br[C:2]1[CH:7]=[CH:6][C:5]([N:8]([C:13]2[C:32]([CH:33]3[CH2:35][CH2:34]3)=[CH:31][C:16]3[C:17]([C:27]([NH:29][CH3:30])=[O:28])=[C:18]([C:20]4[CH:25]=[CH:24][C:23]([F:26])=[CH:22][CH:21]=4)[O:19][C:15]=3[CH:14]=2)[S:9]([CH3:12])(=[O:11])=[O:10])=[CH:4][C:3]=1[CH2:36][CH2:37][OH:38].C([O-])([O-])=O.[K+].[K+].CC1(C)C(C)(C)O[B:48](B2OC(C)(C)C(C)(C)O2)[O:47]1. Given the product [CH:33]1([C:32]2[C:13]([N:8]([C:5]3[CH:6]=[CH:7][C:2]4[B:48]([OH:47])[O:38][CH2:37][CH2:36][C:3]=4[CH:4]=3)[S:9]([CH3:12])(=[O:11])=[O:10])=[CH:14][C:15]3[O:19][C:18]([C:20]4[CH:25]=[CH:24][C:23]([F:26])=[CH:22][CH:21]=4)=[C:17]([C:27]([NH:29][CH3:30])=[O:28])[C:16]=3[CH:31]=2)[CH2:34][CH2:35]1, predict the reactants needed to synthesize it. (2) Given the product [NH:31]([N:43]=[N+:44]=[N-:45])[C@H:32]([C:40]([NH:1][C@H:2]([C:19]([NH:21][C@H:22]([C:27]([O:29][CH3:30])=[O:28])[CH2:23][CH:24]([CH3:26])[CH3:25])=[O:20])[CH2:3][C:4]1[CH:5]=[CH:6][C:7]([CH2:10][NH:11][C:12]([O:14][C:15]([CH3:16])([CH3:17])[CH3:18])=[O:13])=[CH:8][CH:9]=1)=[O:41])[CH2:33][C:34]1[CH:39]=[CH:38][CH:37]=[CH:36][CH:35]=1, predict the reactants needed to synthesize it. The reactants are: [NH2:1][C@H:2]([C:19]([NH:21][C@H:22]([C:27]([O:29][CH3:30])=[O:28])[CH2:23][CH:24]([CH3:26])[CH3:25])=[O:20])[CH2:3][C:4]1[CH:9]=[CH:8][C:7]([CH2:10][NH:11][C:12]([O:14][C:15]([CH3:18])([CH3:17])[CH3:16])=[O:13])=[CH:6][CH:5]=1.[NH:31]([N:43]=[N+:44]=[N-:45])[C@H:32]([C:40](O)=[O:41])[CH2:33][C:34]1[CH:39]=[CH:38][CH:37]=[CH:36][CH:35]=1.CN(C(ON1N=NC2C=CC=CC1=2)=[N+](C)C)C.F[P-](F)(F)(F)(F)F.CCN(C(C)C)C(C)C. (3) Given the product [CH3:1][O:2][NH:3][C:4]([C:6]1[C:7](=[O:29])[C:8]2[CH:13]=[N:12][C:11]([NH:51][C:48]3[CH:49]=[CH:50][C:45]([CH2:44][CH2:43][N:40]4[CH2:39][CH2:38][NH:37][CH2:42][CH2:41]4)=[CH:46][CH:47]=3)=[N:10][C:9]=2[N:18]([C:20]2[CH:21]=[C:22]3[C:26](=[CH:27][CH:28]=2)[CH2:25][CH2:24][CH2:23]3)[CH:19]=1)=[O:5], predict the reactants needed to synthesize it. The reactants are: [CH3:1][O:2][NH:3][C:4]([C:6]1[C:7](=[O:29])[C:8]2[CH:13]=[N:12][C:11](S(C)(=O)=O)=[N:10][C:9]=2[N:18]([C:20]2[CH:21]=[C:22]3[C:26](=[CH:27][CH:28]=2)[CH2:25][CH2:24][CH2:23]3)[CH:19]=1)=[O:5].C(OC([N:37]1[CH2:42][CH2:41][N:40]([CH2:43][CH2:44][C:45]2[CH:50]=[CH:49][C:48]([NH2:51])=[CH:47][CH:46]=2)[CH2:39][CH2:38]1)=O)(C)(C)C. (4) Given the product [NH2:9][C:8]1[C:7]([O:12][CH3:13])=[N:6][C:5]([NH:14][CH2:15][CH2:16][N:17]([CH3:25])[C:18](=[O:24])[O:19][C:20]([CH3:21])([CH3:22])[CH3:23])=[N:4][C:3]=1[O:2][CH3:1], predict the reactants needed to synthesize it. The reactants are: [CH3:1][O:2][C:3]1[C:8]([N+:9]([O-])=O)=[C:7]([O:12][CH3:13])[N:6]=[C:5]([NH:14][CH2:15][CH2:16][N:17]([CH3:25])[C:18](=[O:24])[O:19][C:20]([CH3:23])([CH3:22])[CH3:21])[N:4]=1. (5) Given the product [OH:36][C:30]1[CH:29]=[CH:28][C:27]([C:25]2[O:26][C:22]([CH:20]=[C:6]3[S:5][C:4](=[S:7])[N:3]([CH2:8][C:9](=[O:10])[NH:11][CH2:12][CH2:13][C:14]4[CH:19]=[CH:18][CH:17]=[CH:16][CH:15]=4)[C:2]3=[O:1])=[CH:23][CH:24]=2)=[CH:35][C:31]=1[C:32]([OH:34])=[O:33], predict the reactants needed to synthesize it. The reactants are: [O:1]=[C:2]1[CH2:6][S:5][C:4](=[S:7])[N:3]1[CH2:8][C:9]([NH:11][CH2:12][CH2:13][C:14]1[CH:19]=[CH:18][CH:17]=[CH:16][CH:15]=1)=[O:10].[CH:20]([C:22]1[O:26][C:25]([C:27]2[CH:28]=[CH:29][C:30]([OH:36])=[C:31]([CH:35]=2)[C:32]([OH:34])=[O:33])=[CH:24][CH:23]=1)=O.O. (6) Given the product [F:19][C:20]1[CH:25]=[C:24]([C:2]2[C:3]3[C:4]4[CH:18]=[CH:17][S:16][C:5]=4[C:6](=[O:15])[NH:7][C:8]=3[C:9]([CH3:14])=[CH:10][C:11]=2[O:12][CH3:13])[CH:23]=[CH:22][C:21]=1[C:35]([CH3:46])([CH3:45])[CH2:36][NH:37][C:38](=[O:44])[O:39][C:40]([CH3:42])([CH3:41])[CH3:43], predict the reactants needed to synthesize it. The reactants are: Br[C:2]1[C:3]2[C:4]3[CH:18]=[CH:17][S:16][C:5]=3[C:6](=[O:15])[NH:7][C:8]=2[C:9]([CH3:14])=[CH:10][C:11]=1[O:12][CH3:13].[F:19][C:20]1[CH:25]=[C:24](B2OC(C)(C)C(C)(C)O2)[CH:23]=[CH:22][C:21]=1[C:35]([CH3:46])([CH3:45])[CH2:36][NH:37][C:38](=[O:44])[O:39][C:40]([CH3:43])([CH3:42])[CH3:41].